Dataset: Forward reaction prediction with 1.9M reactions from USPTO patents (1976-2016). Task: Predict the product of the given reaction. (1) Given the reactants I[C:2]1[CH:7]=[CH:6][C:5]([CH3:8])=[CH:4][CH:3]=1.[Cl:9][C:10]1[CH:11]=[C:12]([C:18]([F:21])([F:20])[F:19])[CH:13]=[C:14]([Cl:17])[C:15]=1F.O, predict the reaction product. The product is: [Cl:9][C:10]1[CH:11]=[C:12]([C:18]([F:21])([F:20])[F:19])[CH:13]=[C:14]([Cl:17])[C:15]=1[C:2]1[CH:7]=[CH:6][C:5]([CH3:8])=[CH:4][CH:3]=1. (2) The product is: [F:3][C:4]([F:13])([F:12])[C:5]1[CH:6]=[C:7]([CH2:4][CH2:5][CH2:10][C:9]([OH:14])=[O:1])[CH:8]=[CH:9][CH:10]=1. Given the reactants [OH-:1].[Na+].[F:3][C:4]([F:13])([F:12])[C:5]1[CH:6]=[C:7](O)[CH:8]=[CH:9][CH:10]=1.[OH2:14], predict the reaction product. (3) Given the reactants [H-].[Na+].[C:3]([CH2:5]P(=O)(OCC)OCC)#[N:4].[F:14][C:15]([F:25])([F:24])[C:16]1[CH:17]=[C:18]([CH:21]=[CH:22][CH:23]=1)[CH:19]=O.O, predict the reaction product. The product is: [F:14][C:15]([F:24])([F:25])[C:16]1[CH:17]=[C:18]([CH2:19][CH2:5][CH2:3][NH2:4])[CH:21]=[CH:22][CH:23]=1. (4) Given the reactants [F:1][C:2]([F:27])([F:26])[S:3](OC1C(C2C=CC(Cl)=CC=2)=C2C(=CC=1Cl)N=C(C)C=C2)(=[O:5])=[O:4].[Br:28][C:29]1[C:38]([OH:39])=[C:37]([CH3:40])[CH:36]=[C:35]2[C:30]=1[CH:31]=[CH:32][C:33]([CH3:41])=[N:34]2, predict the reaction product. The product is: [F:1][C:2]([F:27])([F:26])[S:3]([O:39][C:38]1[C:29]([Br:28])=[C:30]2[C:35](=[CH:36][C:37]=1[CH3:40])[N:34]=[C:33]([CH3:41])[CH:32]=[CH:31]2)(=[O:5])=[O:4]. (5) Given the reactants CC([O-])(C)C.[K+].[CH2:7]([OH:10])[CH2:8][OH:9].[C:11]([O:15][C:16]([N:18]1[CH2:23][CH2:22][CH:21]([C:24]2[C:33]3[C:28](=[CH:29][C:30](F)=[CH:31][CH:32]=3)[N:27]=[CH:26][N:25]=2)[CH2:20][CH2:19]1)=[O:17])([CH3:14])([CH3:13])[CH3:12].CS(C)=O, predict the reaction product. The product is: [C:11]([O:15][C:16]([N:18]1[CH2:23][CH2:22][CH:21]([C:24]2[C:33]3[C:28](=[CH:29][C:30]([O:9][CH2:8][CH2:7][OH:10])=[CH:31][CH:32]=3)[N:27]=[CH:26][N:25]=2)[CH2:20][CH2:19]1)=[O:17])([CH3:14])([CH3:12])[CH3:13]. (6) Given the reactants [N+:1]([C:4]1[CH:12]=[CH:11][C:10](Cl)=[CH:9][C:5]=1[C:6]([OH:8])=[O:7])([O-:3])=[O:2].[NH:14]1[CH2:19][CH2:18][O:17][CH2:16][CH2:15]1, predict the reaction product. The product is: [N+:1]([C:4]1[CH:12]=[CH:11][C:10]([N:14]2[CH2:19][CH2:18][O:17][CH2:16][CH2:15]2)=[CH:9][C:5]=1[C:6]([OH:8])=[O:7])([O-:3])=[O:2].